Dataset: Forward reaction prediction with 1.9M reactions from USPTO patents (1976-2016). Task: Predict the product of the given reaction. (1) Given the reactants [CH3:1][O:2][C:3]1[C:8]([N+:9]([O-])=O)=[CH:7][N:6]=[C:5]([N:12]2[CH2:17][CH2:16][N:15]([CH3:18])[CH2:14][CH2:13]2)[CH:4]=1.CCO, predict the reaction product. The product is: [CH3:1][O:2][C:3]1[CH:4]=[C:5]([N:12]2[CH2:17][CH2:16][N:15]([CH3:18])[CH2:14][CH2:13]2)[N:6]=[CH:7][C:8]=1[NH2:9]. (2) Given the reactants [Br:1][C:2]1[CH:7]=[CH:6][C:5]([S:8](Cl)(=[O:10])=[O:9])=[CH:4][CH:3]=1.CCN(CC)CC.[NH2:19][C@H:20]1[CH2:25][CH2:24][C@H:23]([OH:26])[CH2:22][CH2:21]1, predict the reaction product. The product is: [Br:1][C:2]1[CH:7]=[CH:6][C:5]([S:8]([NH:19][C@H:20]2[CH2:25][CH2:24][C@H:23]([OH:26])[CH2:22][CH2:21]2)(=[O:10])=[O:9])=[CH:4][CH:3]=1. (3) Given the reactants [Br:1][CH2:2][C:3]1[CH:12]=[CH:11][C:6]([C:7]([O:9][CH3:10])=[O:8])=[C:5]([C:13]2[CH:18]=[CH:17][C:16]([F:19])=[CH:15][CH:14]=2)[CH:4]=1.[C:20]1([P:26]([C:33]2[CH:38]=[CH:37][CH:36]=[CH:35][CH:34]=2)[C:27]2[CH:32]=[CH:31][CH:30]=[CH:29][CH:28]=2)[CH:25]=[CH:24][CH:23]=[CH:22][CH:21]=1, predict the reaction product. The product is: [Br-:1].[F:19][C:16]1[CH:17]=[CH:18][C:13]([C:5]2[CH:4]=[C:3]([CH:12]=[CH:11][C:6]=2[C:7]([O:9][CH3:10])=[O:8])[CH2:2][P+:26]([C:27]2[CH:28]=[CH:29][CH:30]=[CH:31][CH:32]=2)([C:33]2[CH:38]=[CH:37][CH:36]=[CH:35][CH:34]=2)[C:20]2[CH:21]=[CH:22][CH:23]=[CH:24][CH:25]=2)=[CH:14][CH:15]=1. (4) Given the reactants C([N:4]1[C:8]2[CH:9]([C:24]3[CH:29]=[CH:28][C:27]([Cl:30])=[CH:26][CH:25]=3)[N:10]([C:13]3[CH:14]=[C:15]([CH3:23])[C:16]4[N:17]([C:19]([CH3:22])=[N:20][N:21]=4)[CH:18]=3)[C:11](=[O:12])[C:7]=2[N:6]=[C:5]1Br)C=C.[CH3:32][O:33][C:34]1[N:39]=[C:38]([O:40][CH3:41])[C:37](B(O)O)=[CH:36][N:35]=1, predict the reaction product. The product is: [Cl:30][C:27]1[CH:28]=[CH:29][C:24]([CH:9]2[C:8]3[NH:4][C:5]([C:37]4[C:38]([O:40][CH3:41])=[N:39][C:34]([O:33][CH3:32])=[N:35][CH:36]=4)=[N:6][C:7]=3[C:11](=[O:12])[N:10]2[C:13]2[CH:14]=[C:15]([CH3:23])[C:16]3[N:17]([C:19]([CH3:22])=[N:20][N:21]=3)[CH:18]=2)=[CH:25][CH:26]=1. (5) Given the reactants [CH:1]([O:4][C:5]1[C:10]([O:11][CH3:12])=[CH:9][C:8]([C:13]2[CH:57]=[CH:56][C:16]([C:17]([N:19]3[CH2:24][CH2:23][N:22]([CH2:25][CH2:26][CH2:27][N:28]4[CH2:33][CH2:32][N:31]([C:34](=[O:55])[C:35]5[CH:40]=[CH:39][C:38]([C:41]6[CH:46]=[C:45]([O:47][CH3:48])[C:44]([O:49][CH:50]([CH3:52])[CH3:51])=[C:43]([O:53][CH3:54])[CH:42]=6)=[CH:37][CH:36]=5)[CH2:30][CH2:29]4)[CH2:21][CH2:20]3)=[O:18])=[CH:15][CH:14]=2)=[CH:7][C:6]=1[O:58][CH3:59])([CH3:3])[CH3:2].[CH3:60][S:61]([OH:64])(=[O:63])=[O:62].COC(C)(C)C, predict the reaction product. The product is: [CH3:60][S:61]([OH:64])(=[O:63])=[O:62].[CH3:60][S:61]([OH:64])(=[O:63])=[O:62].[CH:50]([O:49][C:44]1[C:45]([O:47][CH3:48])=[CH:46][C:41]([C:38]2[CH:39]=[CH:40][C:35]([C:34]([N:31]3[CH2:32][CH2:33][N:28]([CH2:27][CH2:26][CH2:25][N:22]4[CH2:23][CH2:24][N:19]([C:17](=[O:18])[C:16]5[CH:15]=[CH:14][C:13]([C:8]6[CH:7]=[C:6]([O:58][CH3:59])[C:5]([O:4][CH:1]([CH3:2])[CH3:3])=[C:10]([O:11][CH3:12])[CH:9]=6)=[CH:57][CH:56]=5)[CH2:20][CH2:21]4)[CH2:29][CH2:30]3)=[O:55])=[CH:36][CH:37]=2)=[CH:42][C:43]=1[O:53][CH3:54])([CH3:51])[CH3:52]. (6) Given the reactants [F:1][C:2]1[CH:3]=[C:4]2[C:9](=[CH:10][CH:11]=1)[NH:8][CH2:7][CH2:6][C:5]2=[O:12].[C:13](O[C:13]([O:15][C:16]([CH3:19])([CH3:18])[CH3:17])=[O:14])([O:15][C:16]([CH3:19])([CH3:18])[CH3:17])=[O:14], predict the reaction product. The product is: [F:1][C:2]1[CH:3]=[C:4]2[C:9](=[CH:10][CH:11]=1)[N:8]([C:13]([O:15][C:16]([CH3:19])([CH3:18])[CH3:17])=[O:14])[CH2:7][CH2:6][C:5]2=[O:12]. (7) Given the reactants [Br:1][CH2:2]/[CH:3]=[CH:4]/[C:5]([NH:7][C:8]1[CH:9]=[C:10]2[C:15](=[CH:16][C:17]=1[O:18][CH3:19])[N:14]=[CH:13][N:12]=[C:11]2[NH:20][C:21]1[CH:26]=[CH:25][C:24]([F:27])=[C:23]([Cl:28])[CH:22]=1)=[O:6].[CH2:29](O)C, predict the reaction product. The product is: [Br:1][CH2:2]/[CH:3]=[CH:4]/[C:5]([NH:7][C:8]1[CH:9]=[C:10]2[C:15](=[CH:16][C:17]=1[O:18][CH2:19][CH3:29])[N:14]=[CH:13][N:12]=[C:11]2[NH:20][C:21]1[CH:26]=[CH:25][C:24]([F:27])=[C:23]([Cl:28])[CH:22]=1)=[O:6].